Task: Regression/Classification. Given a drug SMILES string, predict its absorption, distribution, metabolism, or excretion properties. Task type varies by dataset: regression for continuous measurements (e.g., permeability, clearance, half-life) or binary classification for categorical outcomes (e.g., BBB penetration, CYP inhibition). Dataset: cyp1a2_veith.. Dataset: CYP1A2 inhibition data for predicting drug metabolism from PubChem BioAssay (1) The drug is CC1=C(/C=C\C(C)=C\C=C/C(C)=C/C=C\C=C(C)\C=C/C=C(C)/C=C\C2=C(C)[C@@H](O)C(=O)CC2(C)C)C(C)(C)CC(=O)[C@@H]1O. The result is 0 (non-inhibitor). (2) The compound is Cc1cc2c(cc1C)NC1=C(N2)O[C@H](c2c[nH]c3ccc(COc4ccccc4)cc23)C1=O. The result is 1 (inhibitor). (3) The molecule is O=C(/C=C/c1cccc([N+](=O)[O-])c1)NCCN1CCOCC1. The result is 0 (non-inhibitor).